This data is from Peptide-MHC class II binding affinity with 134,281 pairs from IEDB. The task is: Regression. Given a peptide amino acid sequence and an MHC pseudo amino acid sequence, predict their binding affinity value. This is MHC class II binding data. (1) The peptide sequence is KLSQELHKLQTYPRT. The MHC is DRB5_0101 with pseudo-sequence DRB5_0101. The binding affinity (normalized) is 0.666. (2) The binding affinity (normalized) is 0.600. The peptide sequence is LASVAMCRTPFSLAEHHHHHH. The MHC is DRB4_0103 with pseudo-sequence DRB4_0103. (3) The peptide sequence is RPAPGGKAYMDVISR. The MHC is DRB3_0301 with pseudo-sequence DRB3_0301. The binding affinity (normalized) is 0.296. (4) The peptide sequence is EKKYFAATQFEDLAA. The MHC is HLA-DQA10301-DQB10302 with pseudo-sequence HLA-DQA10301-DQB10302. The binding affinity (normalized) is 0.384. (5) The MHC is DRB1_1602 with pseudo-sequence DRB1_1602. The binding affinity (normalized) is 0.535. The peptide sequence is YKDVDKPPFSGMTGC. (6) The peptide sequence is EGELHGRQIRMAKLLG. The MHC is DRB5_0101 with pseudo-sequence DRB5_0101. The binding affinity (normalized) is 0.314. (7) The peptide sequence is EKKYFAYTQFEPLAA. The MHC is HLA-DQA10501-DQB10201 with pseudo-sequence HLA-DQA10501-DQB10201. The binding affinity (normalized) is 0.538. (8) The peptide sequence is QKEDAALTIYEMLQN. The MHC is DRB1_0101 with pseudo-sequence DRB1_0101. The binding affinity (normalized) is 0.165.